This data is from Peptide-MHC class II binding affinity with 134,281 pairs from IEDB. The task is: Regression. Given a peptide amino acid sequence and an MHC pseudo amino acid sequence, predict their binding affinity value. This is MHC class II binding data. (1) The peptide sequence is TNILEAKYWCPDSME. The binding affinity (normalized) is 0.528. The MHC is DRB3_0202 with pseudo-sequence DRB3_0202. (2) The peptide sequence is INEPTYAAIAYGLDR. The MHC is HLA-DQA10102-DQB10602 with pseudo-sequence HLA-DQA10102-DQB10602. The binding affinity (normalized) is 0.469. (3) The peptide sequence is GDTMAEVELREHGSD. The MHC is HLA-DQA10102-DQB10602 with pseudo-sequence HLA-DQA10102-DQB10602. The binding affinity (normalized) is 0.360. (4) The peptide sequence is RRHGVRIRVRSGGHD. The MHC is DRB1_1501 with pseudo-sequence DRB1_1501. The binding affinity (normalized) is 0.413. (5) The binding affinity (normalized) is 0.435. The peptide sequence is LEHEMWRSRADEINA. The MHC is DRB3_0101 with pseudo-sequence DRB3_0101. (6) The peptide sequence is QLCDHRLMSAAVKDE. The MHC is DRB1_0701 with pseudo-sequence DRB1_0701. The binding affinity (normalized) is 0.194. (7) The MHC is HLA-DPA10103-DPB10301 with pseudo-sequence HLA-DPA10103-DPB10301. The peptide sequence is AFSPEVIPMFSALSEGA. The binding affinity (normalized) is 0.413. (8) The peptide sequence is SNLLRAIEAQQHLLQLTVWGIKQL. The MHC is HLA-DPA10103-DPB10301 with pseudo-sequence HLA-DPA10103-DPB10301. The binding affinity (normalized) is 0.576.